The task is: Predict the product of the given reaction.. This data is from Forward reaction prediction with 1.9M reactions from USPTO patents (1976-2016). Given the reactants CC1C(C)=C(C)C(C)=C(C)C=1.CCCCCCC.B(Cl)(Cl)Cl.[CH3:23][C:24]1[CH:25]=[CH:26][C:27]2[S:31][C:30]([CH2:32][C:33]3[CH:34]=[C:35]([C@@H:39]4[O:68][C@H:67]([CH2:69][O:70]CC5C=CC=CC=5)[C@@H:58]([O:59]CC5C=CC=CC=5)[C@H:49]([O:50]CC5C=CC=CC=5)[C@H:40]4[O:41]CC4C=CC=CC=4)[CH:36]=[CH:37][CH:38]=3)=[CH:29][C:28]=2[CH:78]=1, predict the reaction product. The product is: [CH3:23][C:24]1[CH:25]=[CH:26][C:27]2[S:31][C:30]([CH2:32][C:33]3[CH:34]=[C:35]([C@@H:39]4[O:68][C@H:67]([CH2:69][OH:70])[C@@H:58]([OH:59])[C@H:49]([OH:50])[C@H:40]4[OH:41])[CH:36]=[CH:37][CH:38]=3)=[CH:29][C:28]=2[CH:78]=1.